From a dataset of Forward reaction prediction with 1.9M reactions from USPTO patents (1976-2016). Predict the product of the given reaction. (1) Given the reactants [OH:1][C:2]1[C:7]([C:8]([O:10]CC)=[O:9])=[CH:6][N:5]=[C:4]2[S:13][CH:14]=[C:15]([CH3:16])[C:3]=12.CCO.[OH-].[Na+].C(Cl)Cl, predict the reaction product. The product is: [OH:1][C:2]1[C:7]([C:8]([OH:10])=[O:9])=[CH:6][N:5]=[C:4]2[S:13][CH:14]=[C:15]([CH3:16])[C:3]=12. (2) Given the reactants [Cl:1][C:2]1[CH:3]=[C:4]([N:11]([CH3:34])[C:12]2[C:21]3[C:16](=[CH:17][CH:18]=[CH:19][CH:20]=3)[N:15]=[C:14]([CH2:22][N:23]3C(=O)C4C(=CC=CC=4)C3=O)[N:13]=2)[CH:5]=[CH:6][C:7]=1[O:8][CH2:9][CH3:10].O.NN, predict the reaction product. The product is: [ClH:1].[ClH:1].[NH2:23][CH2:22][C:14]1[N:13]=[C:12]([N:11]([C:4]2[CH:5]=[CH:6][C:7]([O:8][CH2:9][CH3:10])=[C:2]([Cl:1])[CH:3]=2)[CH3:34])[C:21]2[C:16](=[CH:17][CH:18]=[CH:19][CH:20]=2)[N:15]=1. (3) Given the reactants [C:1]([NH2:5])([CH3:4])([CH3:3])[CH3:2].[CH2:6]([O:13][C:14]1[C:28]([CH:29]=O)=[CH:27][C:26]([O:31][CH3:32])=[C:25]([CH3:33])[C:15]=1[C:16]([O:18][C:19]1[CH:24]=[CH:23][CH:22]=[CH:21][CH:20]=1)=[O:17])[C:7]1[CH:12]=[CH:11][CH:10]=[CH:9][CH:8]=1, predict the reaction product. The product is: [CH2:6]([O:13][C:14]1[C:28]([CH:29]=[N:5][C:1]([CH3:4])([CH3:3])[CH3:2])=[CH:27][C:26]([O:31][CH3:32])=[C:25]([CH3:33])[C:15]=1[C:16]([O:18][C:19]1[CH:24]=[CH:23][CH:22]=[CH:21][CH:20]=1)=[O:17])[C:7]1[CH:12]=[CH:11][CH:10]=[CH:9][CH:8]=1.